The task is: Predict the product of the given reaction.. This data is from Forward reaction prediction with 1.9M reactions from USPTO patents (1976-2016). (1) The product is: [F:12][C:13]([F:25])([F:26])[C:14]1[CH:15]=[C:16]([NH:17][C:7]([C:6]2[C:5]([OH:11])=[N:4][CH:3]=[C:2]([Cl:1])[CH:10]=2)=[O:9])[CH:18]=[C:19]([C:21]([F:22])([F:24])[F:23])[CH:20]=1. Given the reactants [Cl:1][C:2]1[CH:3]=[N:4][C:5]([OH:11])=[C:6]([CH:10]=1)[C:7]([OH:9])=O.[F:12][C:13]([F:26])([F:25])[C:14]1[CH:15]=[C:16]([CH:18]=[C:19]([C:21]([F:24])([F:23])[F:22])[CH:20]=1)[NH2:17].N1C=CC=CC=1.P(Cl)(Cl)(Cl)=O.Cl, predict the reaction product. (2) The product is: [CH2:1]([C:8]1([NH2:12])[CH2:11][CH2:10][CH2:9]1)[C:2]1[CH:7]=[CH:6][CH:5]=[CH:4][CH:3]=1. Given the reactants [CH2:1]([C:8]1([NH:12]C([NH:12][C:8]2([CH2:1][C:2]3[CH:7]=[CH:6][CH:5]=[CH:4][CH:3]=3)[CH2:11][CH2:10][CH2:9]2)=O)[CH2:11][CH2:10][CH2:9]1)[C:2]1[CH:7]=[CH:6][CH:5]=[CH:4][CH:3]=1.[OH-].[K+], predict the reaction product. (3) Given the reactants [NH2:1][C@:2]12[CH2:37][CH2:36][C@@H:35]([C:38]([CH3:40])=[CH2:39])[C@@H:3]1[C@@H:4]1[C@@:17]([CH3:20])([CH2:18][CH2:19]2)[C@@:16]2([CH3:21])[C@@H:7]([C@:8]3([CH3:34])[C@@H:13]([CH2:14][CH2:15]2)[C:12]([CH3:23])([CH3:22])[C:11]([C:24]2[CH:33]=[CH:32][C:27]([C:28]([O:30]C)=[O:29])=[CH:26][CH:25]=2)=[CH:10][CH2:9]3)[CH2:6][CH2:5]1.FC1C=C(CN[C@]23CC[C@@H](C(C)=C)[C@@H]2[C@@H]2[C@@](C)(CC3)[C@@]3(C)[C@@H]([C@]4(C)[C@@H](CC3)C(C)(C)C(C3C=CC(C(O)=O)=CC=3)=CC4)CC2)C=CN=1.[F:88][C:89]([F:99])([F:98])[C:90]1[C:91]([CH:96]=O)=[N:92][CH:93]=[CH:94][CH:95]=1, predict the reaction product. The product is: [CH3:20][C@:17]12[C@@:16]3([CH3:21])[C@@H:7]([C@:8]4([CH3:34])[C@@H:13]([CH2:14][CH2:15]3)[C:12]([CH3:22])([CH3:23])[C:11]([C:24]3[CH:25]=[CH:26][C:27]([C:28]([OH:30])=[O:29])=[CH:32][CH:33]=3)=[CH:10][CH2:9]4)[CH2:6][CH2:5][C@@H:4]1[C@H:3]1[C@H:35]([C:38]([CH3:40])=[CH2:39])[CH2:36][CH2:37][C@:2]1([NH:1][CH2:96][C:91]1[C:90]([C:89]([F:98])([F:88])[F:99])=[CH:95][CH:94]=[CH:93][N:92]=1)[CH2:19][CH2:18]2.